Dataset: Peptide-MHC class II binding affinity with 134,281 pairs from IEDB. Task: Regression. Given a peptide amino acid sequence and an MHC pseudo amino acid sequence, predict their binding affinity value. This is MHC class II binding data. (1) The peptide sequence is GWNDWENVPFCSHHF. The MHC is HLA-DQA10501-DQB10302 with pseudo-sequence HLA-DQA10501-DQB10302. The binding affinity (normalized) is 0.440. (2) The peptide sequence is AAVPAVGAAAGAPAA. The MHC is DRB1_1201 with pseudo-sequence DRB1_1201. The binding affinity (normalized) is 0.0644. (3) The peptide sequence is AAATQGTTVYGAFAA. The MHC is HLA-DQA10501-DQB10301 with pseudo-sequence HLA-DQA10501-DQB10301. The binding affinity (normalized) is 0.689. (4) The peptide sequence is MGRDIKVQFQSGGAN. The MHC is HLA-DQA10501-DQB10301 with pseudo-sequence HLA-DQA10501-DQB10301. The binding affinity (normalized) is 0.399.